This data is from Full USPTO retrosynthesis dataset with 1.9M reactions from patents (1976-2016). The task is: Predict the reactants needed to synthesize the given product. (1) Given the product [OH:23][CH2:22][C:21]([N:18]1[CH2:17][CH2:16][N:15]([CH2:14][CH2:13][CH2:12][C:11]2[C:10]3[CH2:9][CH2:8][CH2:7][CH2:6][C:5]=3[NH:4][C:3]=2[CH:1]=[O:2])[CH2:20][CH2:19]1)=[O:27], predict the reactants needed to synthesize it. The reactants are: [CH:1]([C:3]1[NH:4][C:5]2[CH2:6][CH2:7][CH2:8][CH2:9][C:10]=2[C:11]=1[CH2:12][CH2:13][CH2:14][N:15]1[CH2:20][CH2:19][N:18]([C:21](=[O:27])[CH2:22][O:23]C(=O)C)[CH2:17][CH2:16]1)=[O:2].C(=O)([O-])[O-].[K+].[K+].CO.O. (2) Given the product [CH2:23]([OH:22])[C@H:24]([C@@H:25]([C@@H:26]([C@@H:27]([CH2:28][OH:29])[OH:61])[OH:39])[OH:43])[OH:51], predict the reactants needed to synthesize it. The reactants are: COC1C=CC(C([O:22][CH2:23][C@@H:24]([OH:51])[C@@H:25]([O:43][Si](CC)(CC)CC)[C@@H:26]([O:39]CCF)[C@H:27](N2C=C(C)C(N)=NC2=O)[CH2:28][OH:29])(C2C=CC=CC=2)C2C=CC(OC)=CC=2)=CC=1.C(OC(=O)C1C=CC=CC=1)(=[O:61])C1C=CC=CC=1. (3) Given the product [CH2:30]([O:29][C:16]1[CH:15]=[C:14]([S:13][C:10]2[CH:11]=[CH:12][C:7]([O:6][CH2:5][C:4]([OH:35])=[O:3])=[C:8]([CH3:34])[CH:9]=2)[CH:19]=[C:18]([C:20]#[C:21][CH2:22][N:23]2[CH2:24][CH2:25][O:26][CH2:27][CH2:28]2)[CH:17]=1)[C:31]#[C:32][CH3:33], predict the reactants needed to synthesize it. The reactants are: C([O:3][C:4](=[O:35])[CH2:5][O:6][C:7]1[CH:12]=[CH:11][C:10]([S:13][C:14]2[CH:19]=[C:18]([C:20]#[C:21][CH2:22][N:23]3[CH2:28][CH2:27][O:26][CH2:25][CH2:24]3)[CH:17]=[C:16]([O:29][CH2:30][C:31]#[C:32][CH3:33])[CH:15]=2)=[CH:9][C:8]=1[CH3:34])C.[OH-].[Na+].Cl.